From a dataset of Reaction yield outcomes from USPTO patents with 853,638 reactions. Predict the reaction yield, written as a fraction of the theoretical maximum amount of product (1.0 means a 100% yield; for example, 0.34 means a 34% yield). (1) The reactants are C(OC(=O)[NH:6][C:7]1[CH:12]=[CH:11][CH:10]=[C:9]([C:13]2[N:14]=[C:15]([NH:25][CH2:26][CH3:27])[S:16][C:17]=2[C:18]2[CH:23]=[CH:22][N:21]=[C:20](Cl)[N:19]=2)[CH:8]=1)C=C.[Cl-].[F:30][C:31]1[CH:32]=[C:33]([NH3+:45])[CH:34]=[CH:35][C:36]=1[O:37][CH2:38][CH2:39][N:40]1[CH2:44][CH2:43][CH2:42][CH2:41]1.CC(C)(C)C(=S)N.CCCC[N+](CCCC)(CCCC)CCCC.[F-].C1COCC1. The catalyst is CC(O)C.CCOC(C)=O. The product is [NH2:6][C:7]1[CH:8]=[C:9]([C:13]2[N:14]=[C:15]([NH:25][CH2:26][CH3:27])[S:16][C:17]=2[C:18]2[CH:23]=[CH:22][N:21]=[C:20]([NH:45][C:33]3[CH:34]=[CH:35][C:36]([O:37][CH2:38][CH2:39][N:40]4[CH2:41][CH2:42][CH2:43][CH2:44]4)=[C:31]([F:30])[CH:32]=3)[N:19]=2)[CH:10]=[CH:11][CH:12]=1. The yield is 0.830. (2) The reactants are [Br:1][C:2]1[CH:3]=[C:4]([OH:19])[CH:5]=[C:6]([O:8][C:9]2[CH:14]=[CH:13][C:12]([S:15]([CH3:18])(=[O:17])=[O:16])=[CH:11][CH:10]=2)[CH:7]=1.[CH3:20][O:21][CH2:22][C@H:23](O)[CH3:24].C1(P(C2C=CC=CC=2)C2C=CC=CC=2)C=CC=CC=1.N(C(OCC)=O)=NC(OCC)=O. The catalyst is C1(C)C=CC=CC=1.C(OCC)(=O)C.O. The product is [Br:1][C:2]1[CH:7]=[C:6]([O:8][C:9]2[CH:10]=[CH:11][C:12]([S:15]([CH3:18])(=[O:16])=[O:17])=[CH:13][CH:14]=2)[CH:5]=[C:4]([O:19][C@@H:23]([CH3:24])[CH2:22][O:21][CH3:20])[CH:3]=1. The yield is 0.860. (3) The reactants are [C:1]([C:5]1[CH:13]=[CH:12][C:8]([C:9]([OH:11])=O)=[CH:7][CH:6]=1)([CH3:4])([CH3:3])[CH3:2].CN1CCOCC1.ClC1N=C(OC)N=C(OC)N=1.[CH2:32]([NH2:39])[C:33]1[CH:38]=[CH:37][CH:36]=[CH:35][CH:34]=1.C(O)(=O)CC(CC(O)=O)(C(O)=O)O. The catalyst is ClCCl.C1COCC1. The product is [CH2:32]([NH:39][C:9](=[O:11])[C:8]1[CH:7]=[CH:6][C:5]([C:1]([CH3:2])([CH3:3])[CH3:4])=[CH:13][CH:12]=1)[C:33]1[CH:38]=[CH:37][CH:36]=[CH:35][CH:34]=1. The yield is 0.670. (4) The reactants are Cl[C:2]1[CH:7]=[C:6]([O:8][CH2:9][C:10]([F:13])([F:12])[F:11])[C:5]([CH3:14])=[CH:4][C:3]=1[N+:15]([O-:17])=[O:16].[H-].[Na+].[CH3:20][OH:21]. The catalyst is CN(C=O)C.O. The product is [CH3:20][O:21][C:2]1[CH:7]=[C:6]([O:8][CH2:9][C:10]([F:13])([F:12])[F:11])[C:5]([CH3:14])=[CH:4][C:3]=1[N+:15]([O-:17])=[O:16]. The yield is 0.400. (5) The reactants are [N+:1]([C:4]1[CH:9]=[CH:8][CH:7]=[CH:6][C:5]=1[N:10]=[C:11]=[O:12])([O-:3])=[O:2].N1C=CC([N:19]2[CH2:24][CH2:23][CH:22]([CH2:25][OH:26])[CH2:21][CH2:20]2)=CC=1. The catalyst is C(Cl)Cl. The product is [N+:1]([C:4]1[CH:9]=[CH:8][CH:7]=[CH:6][C:5]=1[NH:10][C:11]([O:26][CH:25]([CH:22]1[CH2:21][CH2:20][NH:19][CH2:24][CH2:23]1)[C:22]1[CH:23]=[CH:24][N:19]=[CH:20][CH:21]=1)=[O:12])([O-:3])=[O:2]. The yield is 0.960. (6) The reactants are [H-].[Al+3].[Li+].[H-].[H-].[H-].[Br:7][C:8]1[C:17]([C:18](OC)=[O:19])=[C:16]2[C:11]([NH:12][C:13]([CH3:24])([CH3:23])[C:14](=[O:22])[NH:15]2)=[CH:10][CH:9]=1.C(OCC)(=O)C.Cl. The catalyst is O1CCCC1.O. The product is [Br:7][C:8]1[C:17]([CH2:18][OH:19])=[C:16]2[C:11]([NH:12][C:13]([CH3:24])([CH3:23])[C:14](=[O:22])[NH:15]2)=[CH:10][CH:9]=1. The yield is 0.740. (7) The reactants are [CH2:1]([O:8][C:9]([NH:11][C@@H:12]1[C:15](=[O:16])[N:14](CC2C=CC(OC)=CC=2OC)[C@@H:13]1[CH2:28][N:29]1[C:33](=[O:34])[CH2:32][N:31]([C:35]([O:37][C:38]([CH3:41])([CH3:40])[CH3:39])=[O:36])[C:30]1=[O:42])=[O:10])[C:2]1[CH:7]=[CH:6][CH:5]=[CH:4][CH:3]=1.OP([O-])([O-])=O.[K+].[K+]. The catalyst is C(#N)C.O. The product is [CH2:1]([O:8][C:9]([NH:11][C@@H:12]1[C:15](=[O:16])[NH:14][C@@H:13]1[CH2:28][N:29]1[C:33](=[O:34])[CH2:32][N:31]([C:35]([O:37][C:38]([CH3:40])([CH3:39])[CH3:41])=[O:36])[C:30]1=[O:42])=[O:10])[C:2]1[CH:7]=[CH:6][CH:5]=[CH:4][CH:3]=1. The yield is 0.230. (8) The reactants are [CH:1]([O:6][CH3:7])([O:4][CH3:5])OC.O.[C:9]1(C)C=CC(S(O)(=O)=O)=CC=1.[C:20]([C:24]1[CH:25]=[C:26](C(=O)C)[CH:27]=[C:28]([I:32])[C:29]=1[O:30][CH3:31])([CH3:23])([CH3:22])[CH3:21].C(=O)([O-])[O-].[K+].[K+]. The catalyst is CO. The product is [C:20]([C:24]1[C:29]([O:30][CH3:31])=[C:28]([I:32])[CH:27]=[C:26]([C:1]([O:4][CH3:5])([O:6][CH3:7])[CH3:9])[CH:25]=1)([CH3:23])([CH3:21])[CH3:22]. The yield is 0.936. (9) No catalyst specified. The yield is 0.180. The reactants are [CH2:1]([N:5]([CH2:49][CH2:50][C:51](O)=[O:52])[C:6]([C:8]1[C:12]([Cl:13])=[C:11]([CH3:14])[N:10]([C:15]2[CH:20]=[CH:19][C:18]([C:21](=[O:36])[NH:22][S:23]([C:26]3[CH:35]=[CH:34][C:33]4[C:28](=[CH:29][CH:30]=[CH:31][CH:32]=4)[CH:27]=3)(=[O:25])=[O:24])=[CH:17][C:16]=2[C:37]([N:39]2[CH2:48][CH2:47][C:46]3[C:41](=[CH:42][CH:43]=[CH:44][CH:45]=3)[CH2:40]2)=[O:38])[N:9]=1)=[O:7])[CH2:2][CH2:3][CH3:4].[NH2:54][C:55]([CH2:60][OH:61])([CH2:58][OH:59])[CH2:56][OH:57]. The product is [CH2:1]([N:5]([CH2:49][CH2:50][C:51]([NH:54][C:55]([CH2:60][OH:61])([CH2:58][OH:59])[CH2:56][OH:57])=[O:52])[C:6]([C:8]1[C:12]([Cl:13])=[C:11]([CH3:14])[N:10]([C:15]2[CH:20]=[CH:19][C:18]([C:21](=[O:36])[NH:22][S:23]([C:26]3[CH:35]=[CH:34][C:33]4[C:28](=[CH:29][CH:30]=[CH:31][CH:32]=4)[CH:27]=3)(=[O:25])=[O:24])=[CH:17][C:16]=2[C:37]([N:39]2[CH2:48][CH2:47][C:46]3[C:41](=[CH:42][CH:43]=[CH:44][CH:45]=3)[CH2:40]2)=[O:38])[N:9]=1)=[O:7])[CH2:2][CH2:3][CH3:4].